Dataset: Forward reaction prediction with 1.9M reactions from USPTO patents (1976-2016). Task: Predict the product of the given reaction. (1) Given the reactants [CH3:1][N:2]1[C:7]([CH3:9])([CH3:8])[CH2:6][C:5](=[O:10])[CH2:4][C:3]1([CH3:12])[CH3:11].[Li][CH3:14], predict the reaction product. The product is: [CH3:1][N:2]1[C:7]([CH3:8])([CH3:9])[CH2:6][C:5]([CH3:14])([OH:10])[CH2:4][C:3]1([CH3:12])[CH3:11]. (2) The product is: [OH:7][C:16]1[CH:15]=[CH:14][CH:13]=[C:12]2[C:11]=1[C:10](=[O:17])[CH2:9][CH2:8]2. Given the reactants [Cl-].[Al+3].[Cl-].[Cl-].[Cl-].[Na+].[O:7]1[C:16]2[C:11](=[CH:12][CH:13]=[CH:14][CH:15]=2)[C:10](=[O:17])[CH2:9][CH2:8]1, predict the reaction product. (3) Given the reactants Br[C:2]1[CH:3]=[N:4][CH:5]=[C:6]([O:8][CH2:9][C@@H:10]2[CH2:13][CH2:12][N:11]2[C:14]([O:16][C:17]([CH3:20])([CH3:19])[CH3:18])=[O:15])[CH:7]=1.[CH2:21]([O:28][CH2:29][CH2:30][CH:31]1[CH2:36][CH2:35][NH:34][CH2:33][CH2:32]1)[C:22]1[CH:27]=[CH:26][CH:25]=[CH:24][CH:23]=1.CC(C)([O-])C.[Na+], predict the reaction product. The product is: [CH2:21]([O:28][CH2:29][CH2:30][CH:31]1[CH2:36][CH2:35][N:34]([C:2]2[CH:3]=[N:4][CH:5]=[C:6]([O:8][CH2:9][C@@H:10]3[CH2:13][CH2:12][N:11]3[C:14]([O:16][C:17]([CH3:20])([CH3:19])[CH3:18])=[O:15])[CH:7]=2)[CH2:33][CH2:32]1)[C:22]1[CH:27]=[CH:26][CH:25]=[CH:24][CH:23]=1. (4) Given the reactants C(N(CC)CC)C.[CH3:8][S:9](Cl)(=[O:11])=[O:10].[Cl:13][C:14]1[CH:19]=[CH:18][C:17]([C:20]2[CH:25]=[CH:24][C:23]([CH2:26][CH2:27][C@H:28]3[O:37][C@@H:31]4[O:32][C:33]([CH3:36])([CH3:35])[O:34][C@@H:30]4[C@@H:29]3[CH2:38][CH2:39][OH:40])=[CH:22][CH:21]=2)=[CH:16][CH:15]=1.O, predict the reaction product. The product is: [CH3:8][S:9]([O:40][CH2:39][CH2:38][C@H:29]1[C@@H:30]2[C@@H:31]([O:32][C:33]([CH3:36])([CH3:35])[O:34]2)[O:37][C@@H:28]1[CH2:27][CH2:26][C:23]1[CH:22]=[CH:21][C:20]([C:17]2[CH:18]=[CH:19][C:14]([Cl:13])=[CH:15][CH:16]=2)=[CH:25][CH:24]=1)(=[O:11])=[O:10].